This data is from Full USPTO retrosynthesis dataset with 1.9M reactions from patents (1976-2016). The task is: Predict the reactants needed to synthesize the given product. Given the product [CH2:28]([N:26]1[CH:27]=[C:23]([CH2:22][N:21]([C:30]2[CH:31]=[N:32][C:33]([CH:36]([CH3:37])[CH3:38])=[CH:34][CH:35]=2)[C:19]([C@@H:14]2[C:15]3[C:10](=[C:9]([OH:8])[CH:18]=[CH:17][CH:16]=3)[CH2:11][CH2:12][CH2:13]2)=[O:20])[CH:24]=[N:25]1)[CH3:29], predict the reactants needed to synthesize it. The reactants are: C([O:8][C:9]1[CH:18]=[CH:17][CH:16]=[C:15]2[C:10]=1[CH2:11][CH2:12][CH2:13][C@@H:14]2[C:19]([N:21]([C:30]1[CH:31]=[N:32][C:33]([CH:36]([CH3:38])[CH3:37])=[CH:34][CH:35]=1)[CH2:22][C:23]1[CH:24]=[N:25][N:26]([CH:28]=[CH2:29])[CH:27]=1)=[O:20])C1C=CC=CC=1.